From a dataset of Full USPTO retrosynthesis dataset with 1.9M reactions from patents (1976-2016). Predict the reactants needed to synthesize the given product. (1) The reactants are: C([CH:5]1OS(=O)(=O)[N:7]([C:12]([O-:14])=[O:13])[C@@:6]1([C:16]1[CH:21]=[C:20]([NH:22][C:23]([O:25][CH2:26][CH3:27])=[O:24])[CH:19]=[CH:18][C:17]=1[F:28])[CH3:15])(C)(C)C.[Br:29][C:30]1[N:31]=[C:32]([C:35]#[N:36])[NH:33][CH:34]=1. Given the product [C:6]([O:14][C:12]([NH:7][C@@:6]([C:16]1[CH:21]=[C:20]([NH:22][C:23](=[O:24])[O:25][CH2:26][CH3:27])[CH:19]=[CH:18][C:17]=1[F:28])([CH3:15])[CH2:5][N:33]1[CH:34]=[C:30]([Br:29])[N:31]=[C:32]1[C:35]#[N:36])=[O:13])([CH3:16])([CH3:15])[CH3:5], predict the reactants needed to synthesize it. (2) Given the product [C:1]([O:5][C:6](=[O:50])[CH2:7][C@H:8]([OH:9])[CH2:13][C@H:12]([OH:11])[CH2:14][CH2:15][C:16]1[N:17]([CH:45]([CH3:46])[CH3:47])[C:18]([C:34](=[O:44])[NH:35][CH2:36][CH2:37][C:38]2[CH:39]=[N:40][CH:41]=[CH:42][CH:43]=2)=[C:19]([C:28]2[CH:29]=[CH:30][CH:31]=[CH:32][CH:33]=2)[C:20]=1[C:21]1[CH:22]=[CH:23][C:24]([F:27])=[CH:25][CH:26]=1)([CH3:2])([CH3:4])[CH3:3], predict the reactants needed to synthesize it. The reactants are: [C:1]([O:5][C:6](=[O:50])[CH2:7][C@H:8]1[CH2:13][C@@H:12]([CH2:14][CH2:15][C:16]2[N:17]([CH:45]([CH3:47])[CH3:46])[C:18]([C:34](=[O:44])[NH:35][CH2:36][CH2:37][C:38]3[CH:39]=[N:40][CH:41]=[CH:42][CH:43]=3)=[C:19]([C:28]3[CH:33]=[CH:32][CH:31]=[CH:30][CH:29]=3)[C:20]=2[C:21]2[CH:26]=[CH:25][C:24]([F:27])=[CH:23][CH:22]=2)[O:11]C(C)(C)[O:9]1)([CH3:4])([CH3:3])[CH3:2].Cl. (3) Given the product [F:39][C:36]([F:37])([F:38])[C:28]1[CH:27]=[C:26]([NH:25][C:24]([N:21]2[CH2:22][CH2:23][N:18]([C@H:4]([CH2:3][OH:2])[CH2:5][CH2:6][C:7]([N:9]3[CH2:16][CH2:15][C:12]4([CH2:14][CH2:13]4)[C@H:11]([OH:17])[CH2:10]3)=[O:8])[C:19](=[O:42])[C@@H:20]2[CH3:41])=[O:40])[CH:31]=[CH:30][C:29]=1[C:32]([F:34])([F:35])[F:33], predict the reactants needed to synthesize it. The reactants are: C[O:2][C:3](=O)[C@@H:4]([N:18]1[CH2:23][CH2:22][N:21]([C:24](=[O:40])[NH:25][C:26]2[CH:31]=[CH:30][C:29]([C:32]([F:35])([F:34])[F:33])=[C:28]([C:36]([F:39])([F:38])[F:37])[CH:27]=2)[C@@H:20]([CH3:41])[C:19]1=[O:42])[CH2:5][CH2:6][C:7]([N:9]1[CH2:16][CH2:15][C:12]2([CH2:14][CH2:13]2)[C@H:11]([OH:17])[CH2:10]1)=[O:8].[Li+].[BH4-].